From a dataset of Forward reaction prediction with 1.9M reactions from USPTO patents (1976-2016). Predict the product of the given reaction. (1) Given the reactants [CH3:1][C:2]1[CH:11]=[CH:10][C:9]2[N:8]=[CH:7][C:6]3[NH:12][C:13](=[O:26])[N:14]([C:15]4[CH:20]=[CH:19][C:18]([C:21]([CH3:25])([CH3:24])[C:22]#[N:23])=[CH:17][CH:16]=4)[C:5]=3[C:4]=2[CH:3]=1.C(N(CC)CC)C.[CH3:34][C:35]1[CH:40]=[CH:39][C:38]([N+:41]([O-:43])=[O:42])=[CH:37][C:36]=1[S:44](Cl)(=[O:46])=[O:45].O, predict the reaction product. The product is: [CH3:25][C:21]([C:18]1[CH:17]=[CH:16][C:15]([N:14]2[C:5]3[C:4]4[CH:3]=[C:2]([CH3:1])[CH:11]=[CH:10][C:9]=4[N:8]=[CH:7][C:6]=3[N:12]([S:44]([C:36]3[CH:37]=[C:38]([N+:41]([O-:43])=[O:42])[CH:39]=[CH:40][C:35]=3[CH3:34])(=[O:45])=[O:46])[C:13]2=[O:26])=[CH:20][CH:19]=1)([CH3:24])[C:22]#[N:23]. (2) Given the reactants [NH:1]1[C:9]2[C:4](=[CH:5][CH:6]=[CH:7][CH:8]=2)[C:3]2([CH2:13][O:12][C:11]3[CH:14]=[C:15]4[C:19](=[CH:20][C:10]2=3)[CH2:18][CH2:17][O:16]4)[C:2]1=[O:21].CC1C2C=C3[C:34]4([C:42]5[C:37](=[CH:38]C=CC=5)[NH:36][C:35]4=[O:43])COC3=CC=2ON=1.CC1C=CC(S(OC[C@@H]2CCC(=O)N2)(=O)=O)=CC=1.BrCC1OC(C(F)(F)F)=CC=1, predict the reaction product. The product is: [O:43]=[C:35]1[NH:36][C@H:37]([CH2:38][N:1]2[C:9]3[C:4](=[CH:5][CH:6]=[CH:7][CH:8]=3)[C:3]3([CH2:13][O:12][C:11]4[CH:14]=[C:15]5[C:19](=[CH:20][C:10]3=4)[CH2:18][CH2:17][O:16]5)[C:2]2=[O:21])[CH2:42][CH2:34]1. (3) Given the reactants C(=O)([O-])[O-].[K+].[K+].[Br:7][C:8]1[CH:9]=[C:10]([SH:15])[CH:11]=[C:12]([Br:14])[CH:13]=1.Cl[CH:17]([C:22](=[O:25])[CH2:23][CH3:24])[C:18](=[O:21])[CH2:19][CH3:20], predict the reaction product. The product is: [Br:7][C:8]1[CH:9]=[C:10]([S:15][CH:17]([C:22](=[O:25])[CH2:23][CH3:24])[C:18](=[O:21])[CH2:19][CH3:20])[CH:11]=[C:12]([Br:14])[CH:13]=1. (4) Given the reactants [CH2:1]([O:8][C:9]([NH:11][C:12]1[C:13]([CH3:40])=[C:14]([C:18]2[C:30]3[C:29]4[C:24](=[CH:25][C:26]([O:31][CH:32]5[CH2:36][CH2:35][O:34][CH2:33]5)=[CH:27][CH:28]=4)[NH:23][C:22]=3[C:21]([C:37](O)=[O:38])=[N:20][CH:19]=2)[CH:15]=[CH:16][CH:17]=1)=[O:10])[C:2]1[CH:7]=[CH:6][CH:5]=[CH:4][CH:3]=1.[Cl-].[NH4+].C([N:46](CC)C(C)C)(C)C.F[P-](F)(F)(F)(F)F.N1(O[P+](N(C)C)(N(C)C)N(C)C)C2C=CC=CC=2N=N1.CN1CCOCC1, predict the reaction product. The product is: [C:37]([C:21]1[C:22]2[NH:23][C:24]3[C:29]([C:30]=2[C:18]([C:14]2[C:13]([CH3:40])=[C:12]([NH:11][C:9](=[O:10])[O:8][CH2:1][C:2]4[CH:7]=[CH:6][CH:5]=[CH:4][CH:3]=4)[CH:17]=[CH:16][CH:15]=2)=[CH:19][N:20]=1)=[CH:28][CH:27]=[C:26]([O:31][CH:32]1[CH2:36][CH2:35][O:34][CH2:33]1)[CH:25]=3)(=[O:38])[NH2:46]. (5) Given the reactants [O:1]1[CH2:5][CH2:4][CH2:3][C@H:2]1[CH2:6][O:7][C:8]1[CH:9]=[C:10]2[C:15](=[CH:16][CH:17]=1)[C:14](=[O:18])O[CH:12]=[CH:11]2.[CH3:19][O:20][CH:21]1[CH2:26][CH2:25][N:24]([CH2:27][C:28]2[CH:29]=[C:30]3[C:35](=[CH:36][CH:37]=2)[CH2:34][C@@H:33]([NH2:38])[CH2:32][CH2:31]3)[CH2:23][CH2:22]1, predict the reaction product. The product is: [CH3:19][O:20][CH:21]1[CH2:22][CH2:23][N:24]([CH2:27][C:28]2[CH:29]=[C:30]3[C:35](=[CH:36][CH:37]=2)[CH2:34][C@@H:33]([N:38]2[CH:12]=[CH:11][C:10]4[C:15](=[CH:16][CH:17]=[C:8]([O:7][CH2:6][C@@H:2]5[CH2:3][CH2:4][CH2:5][O:1]5)[CH:9]=4)[C:14]2=[O:18])[CH2:32][CH2:31]3)[CH2:25][CH2:26]1. (6) Given the reactants [CH2:1]([NH:8][C:9](=[O:24])[C@H:10]([CH2:17][C:18]1[CH:23]=[CH:22][CH:21]=[CH:20][CH:19]=1)[NH:11][C:12](=[O:16])[C:13](=O)[CH3:14])[C:2]1[CH:7]=[CH:6][CH:5]=[CH:4][CH:3]=1.CC1C=CC(S(O)(=O)=O)=CC=1.O, predict the reaction product. The product is: [CH2:1]([N:8]1[C:13](=[CH2:14])[C:12](=[O:16])[NH:11][C@@H:10]([CH2:17][C:18]2[CH:23]=[CH:22][CH:21]=[CH:20][CH:19]=2)[C:9]1=[O:24])[C:2]1[CH:7]=[CH:6][CH:5]=[CH:4][CH:3]=1. (7) Given the reactants [CH3:1][O:2][C:3]1[CH:4]=[C:5]2[C:10](=[CH:11][CH:12]=1)[CH:9]([CH2:13][C:14]1[CH:19]=[CH:18][C:17]([O:20][CH2:21][C:22]3[CH:27]=[CH:26][CH:25]=[CH:24][CH:23]=3)=[CH:16][CH:15]=1)[NH:8][CH2:7][CH2:6]2.[O:28]1[CH2:33][CH2:32][C:31](=O)[CH2:30][CH2:29]1, predict the reaction product. The product is: [CH3:1][O:2][C:3]1[CH:4]=[C:5]2[C:10](=[CH:11][CH:12]=1)[CH:9]([CH2:13][C:14]1[CH:19]=[CH:18][C:17]([O:20][CH2:21][C:22]3[CH:27]=[CH:26][CH:25]=[CH:24][CH:23]=3)=[CH:16][CH:15]=1)[N:8]([CH:31]1[CH2:32][CH2:33][O:28][CH2:29][CH2:30]1)[CH2:7][CH2:6]2. (8) Given the reactants C[O:2][C:3](=[O:19])[C:4]1[CH:9]=[CH:8][C:7]([N:10]2[CH2:15][CH2:14][N:13]([CH:16]([CH3:18])[CH3:17])[CH2:12][CH2:11]2)=[CH:6][CH:5]=1.CC(C)=O.[ClH:24], predict the reaction product. The product is: [ClH:24].[CH:16]([N:13]1[CH2:14][CH2:15][N:10]([C:7]2[CH:8]=[CH:9][C:4]([C:3]([OH:19])=[O:2])=[CH:5][CH:6]=2)[CH2:11][CH2:12]1)([CH3:18])[CH3:17].